From a dataset of NCI-60 drug combinations with 297,098 pairs across 59 cell lines. Regression. Given two drug SMILES strings and cell line genomic features, predict the synergy score measuring deviation from expected non-interaction effect. (1) Drug 1: CC1C(C(CC(O1)OC2CC(CC3=C2C(=C4C(=C3O)C(=O)C5=C(C4=O)C(=CC=C5)OC)O)(C(=O)C)O)N)O.Cl. Drug 2: CN(CCCl)CCCl.Cl. Cell line: HCC-2998. Synergy scores: CSS=18.4, Synergy_ZIP=-5.94, Synergy_Bliss=-2.65, Synergy_Loewe=-6.44, Synergy_HSA=-2.83. (2) Drug 1: CCCCCOC(=O)NC1=NC(=O)N(C=C1F)C2C(C(C(O2)C)O)O. Drug 2: CN(CCCl)CCCl.Cl. Cell line: UACC62. Synergy scores: CSS=21.6, Synergy_ZIP=-5.32, Synergy_Bliss=0.666, Synergy_Loewe=-29.1, Synergy_HSA=-0.216. (3) Drug 1: C1=NC2=C(N1)C(=S)N=CN2. Drug 2: B(C(CC(C)C)NC(=O)C(CC1=CC=CC=C1)NC(=O)C2=NC=CN=C2)(O)O. Cell line: NCI-H226. Synergy scores: CSS=29.2, Synergy_ZIP=-9.11, Synergy_Bliss=-6.68, Synergy_Loewe=-14.0, Synergy_HSA=-5.14. (4) Drug 1: CCC1(CC2CC(C3=C(CCN(C2)C1)C4=CC=CC=C4N3)(C5=C(C=C6C(=C5)C78CCN9C7C(C=CC9)(C(C(C8N6C)(C(=O)OC)O)OC(=O)C)CC)OC)C(=O)OC)O.OS(=O)(=O)O. Drug 2: CC(C)NC(=O)C1=CC=C(C=C1)CNNC.Cl. Cell line: ACHN. Synergy scores: CSS=5.79, Synergy_ZIP=-1.50, Synergy_Bliss=0.312, Synergy_Loewe=-1.63, Synergy_HSA=-0.0492.